This data is from Full USPTO retrosynthesis dataset with 1.9M reactions from patents (1976-2016). The task is: Predict the reactants needed to synthesize the given product. Given the product [CH2:5]([C@@H:4]([C:7]1[CH:12]=[CH:11][CH:10]=[C:9]([O:13][CH2:14][C:15]2[CH:20]=[CH:19][CH:18]=[CH:17][CH:16]=2)[CH:8]=1)[C@@H:3]([CH3:21])[CH2:2][N:30]([CH3:31])[CH3:29])[CH3:6], predict the reactants needed to synthesize it. The reactants are: Cl[CH2:2][C@H:3]([CH3:21])[C@H:4]([C:7]1[CH:12]=[CH:11][CH:10]=[C:9]([O:13][CH2:14][C:15]2[CH:20]=[CH:19][CH:18]=[CH:17][CH:16]=2)[CH:8]=1)[CH2:5][CH3:6].C(=O)([O-])[O-].[K+].[K+].Cl.[CH3:29][NH:30][CH3:31].O.